This data is from Catalyst prediction with 721,799 reactions and 888 catalyst types from USPTO. The task is: Predict which catalyst facilitates the given reaction. (1) Reactant: Br[C:2]1[CH:7]=[CH:6][CH:5]=[C:4]([Br:8])[N:3]=1.[H-].[Na+].[F:11][C:12]([F:16])([F:15])[CH2:13][OH:14]. Product: [Br:8][C:4]1[CH:5]=[CH:6][CH:7]=[C:2]([O:14][CH2:13][C:12]([F:16])([F:15])[F:11])[N:3]=1. The catalyst class is: 3. (2) Reactant: [Br:1][C:2]1[CH:3]=[C:4]2[C:8](=[CH:9][CH:10]=1)[NH:7][CH:6]=[C:5]2[C:11]#[N:12].C(O)(C(F)(F)F)=[O:14]. Product: [Br:1][C:2]1[CH:3]=[C:4]2[C:8](=[CH:9][CH:10]=1)[NH:7][CH:6]=[C:5]2[C:11]([NH2:12])=[O:14]. The catalyst class is: 65. (3) Reactant: [NH2:1][C@@H:2]1[CH2:7][CH2:6][CH2:5][CH2:4][C@H:3]1[CH2:8][N:9]([CH3:21])[CH:10]1[CH2:19][CH2:18][C:17]2[C:12](=[CH:13][CH:14]=[C:15]([F:20])[CH:16]=2)[CH2:11]1.C1([O:28][C:29](=O)[NH:30][C:31]2[CH:36]=[C:35]([C:37]3[N:41]([CH3:42])[N:40]=[N:39][N:38]=3)[CH:34]=[C:33]([CH2:43][CH3:44])[CH:32]=2)C=CC=CC=1.C(N(CC)CC)C. Product: [CH2:43]([C:33]1[CH:32]=[C:31]([NH:30][C:29]([NH:1][C@@H:2]2[CH2:7][CH2:6][CH2:5][CH2:4][C@H:3]2[CH2:8][N:9]([CH:10]2[CH2:19][CH2:18][C:17]3[C:12](=[CH:13][CH:14]=[C:15]([F:20])[CH:16]=3)[CH2:11]2)[CH3:21])=[O:28])[CH:36]=[C:35]([C:37]2[N:41]([CH3:42])[N:40]=[N:39][N:38]=2)[CH:34]=1)[CH3:44]. The catalyst class is: 10. (4) Reactant: [CH3:1][C:2]1[N:10]([CH2:11][C:12]([O:14]CC)=[O:13])[C:9]2[CH2:8][CH2:7][NH:6][C:5](=[O:17])[C:4]=2[C:3]=1[CH2:18][C:19]1[CH:24]=[CH:23][CH:22]=[CH:21][C:20]=1[S:25]([N:28]1[CH2:32][CH2:31][CH2:30][CH2:29]1)(=[O:27])=[O:26].[Li+].[OH-].Cl. Product: [CH3:1][C:2]1[N:10]([CH2:11][C:12]([OH:14])=[O:13])[C:9]2[CH2:8][CH2:7][NH:6][C:5](=[O:17])[C:4]=2[C:3]=1[CH2:18][C:19]1[CH:24]=[CH:23][CH:22]=[CH:21][C:20]=1[S:25]([N:28]1[CH2:29][CH2:30][CH2:31][CH2:32]1)(=[O:26])=[O:27]. The catalyst class is: 87.